This data is from NCI-60 drug combinations with 297,098 pairs across 59 cell lines. The task is: Regression. Given two drug SMILES strings and cell line genomic features, predict the synergy score measuring deviation from expected non-interaction effect. (1) Drug 1: C1C(C(OC1N2C=NC3=C(N=C(N=C32)Cl)N)CO)O. Drug 2: C1CN(P(=O)(OC1)NCCCl)CCCl. Cell line: UO-31. Synergy scores: CSS=20.8, Synergy_ZIP=0.277, Synergy_Bliss=5.30, Synergy_Loewe=-27.5, Synergy_HSA=3.81. (2) Drug 1: C1=NC2=C(N1)C(=S)N=C(N2)N. Drug 2: CC1=C(C(=CC=C1)Cl)NC(=O)C2=CN=C(S2)NC3=CC(=NC(=N3)C)N4CCN(CC4)CCO. Cell line: U251. Synergy scores: CSS=26.8, Synergy_ZIP=-4.20, Synergy_Bliss=-1.27, Synergy_Loewe=-3.50, Synergy_HSA=-0.829. (3) Drug 1: C1=CN(C(=O)N=C1N)C2C(C(C(O2)CO)O)O.Cl. Drug 2: CS(=O)(=O)CCNCC1=CC=C(O1)C2=CC3=C(C=C2)N=CN=C3NC4=CC(=C(C=C4)OCC5=CC(=CC=C5)F)Cl. Cell line: U251. Synergy scores: CSS=2.96, Synergy_ZIP=-6.73, Synergy_Bliss=-1.55, Synergy_Loewe=-20.6, Synergy_HSA=-3.75. (4) Drug 1: CC1=CC2C(CCC3(C2CCC3(C(=O)C)OC(=O)C)C)C4(C1=CC(=O)CC4)C. Drug 2: C1=NC2=C(N1)C(=S)N=CN2. Cell line: SN12C. Synergy scores: CSS=6.01, Synergy_ZIP=-7.01, Synergy_Bliss=-11.3, Synergy_Loewe=-33.0, Synergy_HSA=-10.9. (5) Drug 1: CC1=C(C(=CC=C1)Cl)NC(=O)C2=CN=C(S2)NC3=CC(=NC(=N3)C)N4CCN(CC4)CCO. Drug 2: CC1C(C(CC(O1)OC2CC(CC3=C2C(=C4C(=C3O)C(=O)C5=CC=CC=C5C4=O)O)(C(=O)C)O)N)O. Cell line: SNB-19. Synergy scores: CSS=39.3, Synergy_ZIP=0.662, Synergy_Bliss=-0.409, Synergy_Loewe=-9.48, Synergy_HSA=0.685.